From a dataset of Forward reaction prediction with 1.9M reactions from USPTO patents (1976-2016). Predict the product of the given reaction. (1) Given the reactants [NH2:1][C:2]1[C:11]2[CH:10]=[CH:9][CH:8]=[C:7](Br)[C:6]=2[N:5]=[C:4]2[CH2:13][N:14]([CH:17]3[CH2:19][CH2:18]3)[C:15](=[O:16])[C:3]=12.[F:20][C:21]1[C:26](B(O)O)=[CH:25][CH:24]=[C:23]([CH3:30])[N:22]=1, predict the reaction product. The product is: [NH2:1][C:2]1[C:11]2[CH:10]=[CH:9][CH:8]=[C:7]([C:26]3[C:21]([F:20])=[N:22][C:23]([CH3:30])=[CH:24][CH:25]=3)[C:6]=2[N:5]=[C:4]2[CH2:13][N:14]([CH:17]3[CH2:19][CH2:18]3)[C:15](=[O:16])[C:3]=12. (2) The product is: [CH3:26][O:25][C:19]1[CH:18]=[C:17]([C:14]2[CH:15]=[CH:16][C:11]3[N:12]([C:8]([C:5]4[CH:4]=[CH:3][C:2]([C:33]5[CH:32]=[N:31][C:30]([C:28]#[N:29])=[CH:35][CH:34]=5)=[N:7][CH:6]=4)=[C:9]([CH3:27])[N:10]=3)[N:13]=2)[CH:22]=[CH:21][C:20]=1[O:23][CH3:24]. Given the reactants Cl[C:2]1[N:7]=[CH:6][C:5]([C:8]2[N:12]3[N:13]=[C:14]([C:17]4[CH:22]=[CH:21][C:20]([O:23][CH3:24])=[C:19]([O:25][CH3:26])[CH:18]=4)[CH:15]=[CH:16][C:11]3=[N:10][C:9]=2[CH3:27])=[CH:4][CH:3]=1.[C:28]([C:30]1[CH:35]=[CH:34][C:33](B2OC(C)(C)C(C)(C)O2)=[CH:32][N:31]=1)#[N:29].[O-]P([O-])([O-])=O.[K+].[K+].[K+].COC1C=CC=C(OC)C=1C1C=CC=CC=1P(C1CCCCC1)C1CCCCC1, predict the reaction product.